Predict the reactants needed to synthesize the given product. From a dataset of Full USPTO retrosynthesis dataset with 1.9M reactions from patents (1976-2016). (1) Given the product [CH2:1]([O:3][C:4]1[C:5]([O:13][CH2:17][CH2:16][OH:15])=[CH:6][C:7]([F:12])=[C:8]([CH:11]=1)[CH:9]=[O:10])[CH3:2], predict the reactants needed to synthesize it. The reactants are: [CH2:1]([O:3][C:4]1[C:5]([OH:13])=[CH:6][C:7]([F:12])=[C:8]([CH:11]=1)[CH:9]=[O:10])[CH3:2].C1(=O)O[CH2:17][CH2:16][O:15]1. (2) Given the product [CH3:57][O:1][C:26]([C:23]1[CH:24]=[CH:25][C:20]2[CH2:19][N:18]3[CH:34]=[CH:35][CH:36]=[C:17]3[CH2:16][NH:15][C:21]=2[CH:22]=1)=[O:27], predict the reactants needed to synthesize it. The reactants are: [OH2:1].O.[Sn](Cl)Cl.CC1C=C(C([N:15]2[C:21]3[CH:22]=[C:23]([C:26](N4CCCCC4)=[O:27])[CH:24]=[CH:25][C:20]=3[CH2:19][N:18]3[C:34](C(NCC4C=CN=CC=4)=O)=[CH:35][CH:36]=[C:17]3[CH2:16]2)=O)C=CC=1C1C=CC=CC=1C(F)(F)F.[CH3:57]O. (3) Given the product [N:21]1[N:20]([C:15]2[CH:16]=[CH:17][CH:18]=[CH:19][C:14]=2[C:13]([N:8]2[C@H:9]([CH3:12])[CH2:10][CH2:11][C@@H:6]([O:5][C:27]3[N:28]=[CH:29][CH:30]=[CH:31][C:32]=3[CH:33]=[O:34])[CH2:7]2)=[O:25])[N:24]=[CH:23][CH:22]=1, predict the reactants needed to synthesize it. The reactants are: CS([O:5][C@H:6]1[CH2:11][CH2:10][C@@H:9]([CH3:12])[N:8]([C:13](=[O:25])[C:14]2[CH:19]=[CH:18][CH:17]=[CH:16][C:15]=2[N:20]2[N:24]=[CH:23][CH:22]=[N:21]2)[CH2:7]1)(=O)=O.O=[C:27]1[C:32]([CH:33]=[O:34])=[CH:31][CH:30]=[CH:29][NH:28]1.C(=O)([O-])[O-].[Cs+].[Cs+]. (4) Given the product [CH3:12][CH:13]1[CH2:14][N:15]([C:2]2[CH:3]=[CH:4][C:5]([N+:9]([O-:11])=[O:10])=[C:6]([CH:8]=2)[NH2:7])[CH2:16][CH2:17][O:18]1, predict the reactants needed to synthesize it. The reactants are: Cl[C:2]1[CH:3]=[CH:4][C:5]([N+:9]([O-:11])=[O:10])=[C:6]([CH:8]=1)[NH2:7].[CH3:12][CH:13]1[O:18][CH2:17][CH2:16][NH:15][CH2:14]1.C(N(CC)CC)C. (5) Given the product [O:27]1[C:28]2[C:33](=[CH:32][CH:31]=[CH:30][CH:29]=2)[C@H:24]([NH:23][C:22]([C@@H:21]2[CH2:20][N:19]3[CH2:35][C:36]([F:38])([F:39])[CH2:37][C@@H:18]3[CH2:17][N:16]2[C:14](=[O:15])[C@@H:13]([NH:12][C:10](=[O:11])[C@H:9]([CH3:46])[NH:7][CH3:6])[CH:40]2[CH2:45][CH2:44][O:43][CH2:42][CH2:41]2)=[O:34])[CH2:25][CH2:26]1, predict the reactants needed to synthesize it. The reactants are: C(O[C:6](=O)[N:7]([C@@H:9]([CH3:46])[C:10]([NH:12][C@@H:13]([CH:40]1[CH2:45][CH2:44][O:43][CH2:42][CH2:41]1)[C:14]([N:16]1[C@H:21]([C:22](=[O:34])[NH:23][C@H:24]2[C:33]3[C:28](=[CH:29][CH:30]=[CH:31][CH:32]=3)[O:27][CH2:26][CH2:25]2)[CH2:20][N:19]2[CH2:35][C:36]([F:39])([F:38])[CH2:37][C@@H:18]2[CH2:17]1)=[O:15])=[O:11])C)(C)(C)C.C(OCC)(=O)C.Cl. (6) Given the product [Br:16][C:17]1[CH:18]=[N:19][C:20]([N:23]2[CH2:24][CH2:25][N:26]([C:2]3[C:11]4[C:6](=[CH:7][C:8]([O:14][CH3:15])=[C:9]([O:12][CH3:13])[CH:10]=4)[N:5]=[CH:4][N:3]=3)[CH2:27][CH2:28]2)=[N:21][CH:22]=1, predict the reactants needed to synthesize it. The reactants are: Cl[C:2]1[C:11]2[C:6](=[CH:7][C:8]([O:14][CH3:15])=[C:9]([O:12][CH3:13])[CH:10]=2)[N:5]=[CH:4][N:3]=1.[Br:16][C:17]1[CH:18]=[N:19][C:20]([N:23]2[CH2:28][CH2:27][NH:26][CH2:25][CH2:24]2)=[N:21][CH:22]=1.C(N(CC)CC)C.